From a dataset of Catalyst prediction with 721,799 reactions and 888 catalyst types from USPTO. Predict which catalyst facilitates the given reaction. (1) Reactant: Br[C:2]1[CH:7]=[CH:6][C:5]([CH3:8])=[CH:4][N:3]=1.[F:9][C:10]1[CH:15]=[CH:14][C:13]([O:16][CH2:17][C:18]#[CH:19])=[C:12]([O:20][CH3:21])[CH:11]=1.C(NC(C)C)(C)C. Product: [F:9][C:10]1[CH:15]=[CH:14][C:13]([O:16][CH2:17][C:18]#[C:19][C:2]2[CH:7]=[CH:6][C:5]([CH3:8])=[CH:4][N:3]=2)=[C:12]([O:20][CH3:21])[CH:11]=1. The catalyst class is: 321. (2) Reactant: [OH:1][CH2:2][CH2:3][NH:4][CH2:5][CH:6]([C:8]1[CH:13]=[CH:12][N:11]=[C:10]([CH:14]([CH3:16])[CH3:15])[N:9]=1)[OH:7].NCC(C1C=CN=C(C(C)C)N=1)O.[C:30](O[C:30]([O:32][C:33]([CH3:36])([CH3:35])[CH3:34])=[O:31])([O:32][C:33]([CH3:36])([CH3:35])[CH3:34])=[O:31]. Product: [C:33]([O:32][C:30](=[O:31])[N:4]([CH2:3][CH2:2][OH:1])[CH2:5][CH:6]([OH:7])[C:8]1[CH:13]=[CH:12][N:11]=[C:10]([CH:14]([CH3:16])[CH3:15])[N:9]=1)([CH3:36])([CH3:35])[CH3:34]. The catalyst class is: 4. (3) Reactant: [C:1]([O:5][C:6]([N:8]1[CH2:12][CH2:11][C@H:10]([O:13][C:14]2[N:23]=[CH:22][C:17]3[O:18][CH2:19][CH2:20][NH:21][C:16]=3[CH:15]=2)[CH2:9]1)=[O:7])([CH3:4])([CH3:3])[CH3:2].Br[C:25]1[CH:26]=[C:27]([CH3:33])[C:28]([O:31][CH3:32])=[N:29][CH:30]=1.CC(C1C=C(C(C)C)C(C2C=CC=CC=2P(C2CCCCC2)C2CCCCC2)=C(C(C)C)C=1)C.CC([O-])(C)C.[Na+]. Product: [C:1]([O:5][C:6]([N:8]1[CH2:12][CH2:11][C@H:10]([O:13][C:14]2[N:23]=[CH:22][C:17]3[O:18][CH2:19][CH2:20][N:21]([C:25]4[CH:30]=[N:29][C:28]([O:31][CH3:32])=[C:27]([CH3:33])[CH:26]=4)[C:16]=3[CH:15]=2)[CH2:9]1)=[O:7])([CH3:4])([CH3:2])[CH3:3]. The catalyst class is: 62.